Predict the reaction yield, written as a fraction of the theoretical maximum amount of product (1.0 means a 100% yield; for example, 0.34 means a 34% yield). From a dataset of Reaction yield outcomes from USPTO patents with 853,638 reactions. (1) The reactants are [BH4-].[Na+].[CH3:3][C:4]1[CH:5]=[CH:6][C:7]([C:10](OC)=[O:11])=[N:8][CH:9]=1. The catalyst is C1COCC1.CO. The product is [CH3:3][C:4]1[CH:5]=[CH:6][C:7]([CH2:10][OH:11])=[N:8][CH:9]=1. The yield is 0.729. (2) The product is [CH2:1]([N:3]1[C:18]([OH:19])=[N:12][C:5]([C:6]2[CH:7]=[N:8][CH:9]=[CH:10][CH:11]=2)=[N:4]1)[CH3:2]. The reactants are [CH2:1]([NH:3][NH:4][C:5](=[NH:12])[C:6]1[CH:11]=[CH:10][CH:9]=[N:8][CH:7]=1)[CH3:2].C1N=CN([C:18](N2C=NC=C2)=[O:19])C=1. The catalyst is CN(C=O)C. The yield is 0.350. (3) The reactants are [CH2:1]([O:8][N:9]1[C:18]2[C:13](=[CH:14][C:15](Br)=[CH:16][N:17]=2)[C:12]([NH:20][CH2:21][CH2:22][OH:23])=[C:11]([C:24]([NH:26][CH2:27][C:28]2[CH:33]=[CH:32][C:31]([F:34])=[CH:30][C:29]=2[F:35])=[O:25])[C:10]1=[O:36])[C:2]1[CH:7]=[CH:6][CH:5]=[CH:4][CH:3]=1.[C:37]([O:41][CH3:42])(=[O:40])[CH:38]=[CH2:39]. No catalyst specified. The product is [CH2:1]([O:8][N:9]1[C:18]2[N:17]=[CH:16][C:15](/[CH:39]=[CH:38]/[C:37]([O:41][CH3:42])=[O:40])=[CH:14][C:13]=2[C:12]([NH:20][CH2:21][CH2:22][OH:23])=[C:11]([C:24](=[O:25])[NH:26][CH2:27][C:28]2[CH:33]=[CH:32][C:31]([F:34])=[CH:30][C:29]=2[F:35])[C:10]1=[O:36])[C:2]1[CH:7]=[CH:6][CH:5]=[CH:4][CH:3]=1. The yield is 0.520. (4) The reactants are [CH2:1]([NH:8][C@@H:9]([CH2:12][O:13][Si:14]([C:27]([CH3:30])([CH3:29])[CH3:28])([C:21]1[CH:26]=[CH:25][CH:24]=[CH:23][CH:22]=1)[C:15]1[CH:20]=[CH:19][CH:18]=[CH:17][CH:16]=1)[CH2:10][OH:11])[C:2]1[CH:7]=[CH:6][CH:5]=[CH:4][CH:3]=1.[CH2:31]([C@H:33]1[O:35][CH2:34]1)Cl.Cl([O-])(=O)(=O)=O.[Li+].C[O-].[Na+].[NH4+].[Cl-]. The catalyst is C1(C)C=CC=CC=1. The product is [CH2:1]([N:8]1[C@@H:9]([CH2:12][O:13][Si:14]([C:27]([CH3:30])([CH3:29])[CH3:28])([C:21]2[CH:26]=[CH:25][CH:24]=[CH:23][CH:22]=2)[C:15]2[CH:16]=[CH:17][CH:18]=[CH:19][CH:20]=2)[CH2:10][O:11][C@@H:33]([CH2:34][OH:35])[CH2:31]1)[C:2]1[CH:3]=[CH:4][CH:5]=[CH:6][CH:7]=1. The yield is 0.380. (5) The yield is 0.337. The catalyst is CO. The product is [F:1][C:2]1[C:3]([NH:25][C@@H:26]2[CH2:31][CH2:30][CH2:29][N:28]([C:32](=[O:35])[CH:33]=[CH2:34])[CH2:27]2)=[N:4][C:5]([NH:8][C:9]2[CH:10]=[C:11]3[C:15](=[CH:16][CH:17]=2)[CH2:14][N:13]([CH:18]2[CH2:19][O:37][CH2:36]2)[CH2:12]3)=[N:6][CH:7]=1. The reactants are [F:1][C:2]1[C:3]([NH:25][C@@H:26]2[CH2:31][CH2:30][CH2:29][N:28]([C:32](=[O:35])[CH:33]=[CH2:34])[CH2:27]2)=[N:4][C:5]([NH:8][C:9]2[CH:10]=[C:11]3[C:15](=[CH:16][CH:17]=2)[CH2:14][N:13]([CH2:18][CH:19]2CCNCC2)[CH2:12]3)=[N:6][CH:7]=1.[CH2:36]=[O:37].[BH3-]C#N.[Na+]. (6) The reactants are [CH3:1][O:2][C:3]1[C:11]2[O:10][C:9]([CH3:12])=[CH:8][C:7]=2[C:6]([NH2:13])=[CH:5][CH:4]=1.C1N=CN([C:19](N2C=NC=C2)=[S:20])C=1. The catalyst is C(Cl)Cl. The product is [N:13]([C:6]1[C:7]2[CH:8]=[C:9]([CH3:12])[O:10][C:11]=2[C:3]([O:2][CH3:1])=[CH:4][CH:5]=1)=[C:19]=[S:20]. The yield is 0.820.